Binary Classification. Given a drug SMILES string, predict its activity (active/inactive) in a high-throughput screening assay against a specified biological target. From a dataset of HIV replication inhibition screening data with 41,000+ compounds from the AIDS Antiviral Screen. The drug is O=C(C=Cc1ccc(O)c(O)c1)Oc1ccccc1. The result is 0 (inactive).